This data is from Catalyst prediction with 721,799 reactions and 888 catalyst types from USPTO. The task is: Predict which catalyst facilitates the given reaction. (1) Reactant: [C:1]([OH:10])(=[O:9])[C@@H:2]([C@H:4]([C:6]([OH:8])=[O:7])[OH:5])[OH:3].[Cl:11][C:12]1[C:13]([F:42])=[C:14]([CH:39]=[CH:40][CH:41]=1)[NH:15][C:16]1[C:25]2[C:20](=[CH:21][C:22]([O:37][CH3:38])=[C:23]([O:26][CH:27]3[CH2:32][CH2:31][N:30]([C:33](=[O:36])[CH2:34][OH:35])[CH2:29][CH2:28]3)[CH:24]=2)[N:19]=[CH:18][N:17]=1. Product: [OH2:3].[OH2:26].[C:1]([OH:10])(=[O:9])[C@@H:2]([C@H:4]([C:6]([OH:8])=[O:7])[OH:5])[OH:3].[Cl:11][C:12]1[C:13]([F:42])=[C:14]([CH:39]=[CH:40][CH:41]=1)[NH:15][C:16]1[C:25]2[C:20](=[CH:21][C:22]([O:37][CH3:38])=[C:23]([O:26][CH:27]3[CH2:32][CH2:31][N:30]([C:33](=[O:36])[CH2:34][OH:35])[CH2:29][CH2:28]3)[CH:24]=2)[N:19]=[CH:18][N:17]=1. The catalyst class is: 6. (2) Reactant: [CH3:1][C:2]1[CH:7]=[CH:6][N:5]=[CH:4][C:3]=1[N:8]1[CH2:12][CH2:11][NH:10][C:9]1=[O:13].Br[C:15]1[CH:24]=[C:23]2[C:18]([CH:19]=[CH:20][CH:21]=[N:22]2)=[CH:17][CH:16]=1.N[C@@H]1CCCC[C@H]1N.P([O-])([O-])([O-])=O.[K+].[K+].[K+]. Product: [CH3:1][C:2]1[CH:7]=[CH:6][N:5]=[CH:4][C:3]=1[N:8]1[CH2:12][CH2:11][N:10]([C:15]2[CH:24]=[C:23]3[C:18]([CH:19]=[CH:20][CH:21]=[N:22]3)=[CH:17][CH:16]=2)[C:9]1=[O:13]. The catalyst class is: 246. (3) Reactant: [C:1](#[N:8])[C:2]1[CH:7]=[CH:6][CH:5]=[CH:4][CH:3]=1.Cl.[NH2:10][OH:11].C([O-])([O-])=O.[K+].[K+].O. Product: [OH:11][NH:10][C:1](=[NH:8])[C:2]1[CH:7]=[CH:6][CH:5]=[CH:4][CH:3]=1. The catalyst class is: 8. (4) Reactant: [Li+].CC([N-]C(C)C)C.[N+](C1C=CC(CP(=O)(OCC)OCC)=CC=1)([O-])=O.IC.[N+:29]([C:32]1[CH:37]=[CH:36][C:35]([C:38]([P:41](=[O:48])([O:45][CH2:46][CH3:47])[O:42][CH2:43][CH3:44])(C)[CH3:39])=[CH:34][CH:33]=1)([O-:31])=[O:30]. Product: [N+:29]([C:32]1[CH:37]=[CH:36][C:35]([CH:38]([P:41](=[O:48])([O:42][CH2:43][CH3:44])[O:45][CH2:46][CH3:47])[CH3:39])=[CH:34][CH:33]=1)([O-:31])=[O:30]. The catalyst class is: 387. (5) Reactant: [CH:1]1[CH:6]=[CH:5][C:4]([P-:7][C:8]2[CH:13]=[CH:12][CH:11]=[CH:10][CH:9]=2)=[CH:3][CH:2]=1.[K+].[CH3:15][N:16]([CH2:18][CH2:19][NH:20][C:21]1[CH:26]=[CH:25][CH:24]=[CH:23][C:22]=1F)[CH3:17].C(OCC)C. Product: [CH3:15][N:16]([CH2:18][CH2:19][NH:20][C:21]1[CH:26]=[CH:25][CH:24]=[CH:23][C:22]=1[P:7]([C:8]1[CH:9]=[CH:10][CH:11]=[CH:12][CH:13]=1)[C:4]1[CH:5]=[CH:6][CH:1]=[CH:2][CH:3]=1)[CH3:17]. The catalyst class is: 12. (6) Reactant: C([O:4][C:5]1[CH:10]=[CH:9][CH:8]=[C:7]([NH:11][C:12]([N:14]2[CH2:19][CH2:18][CH:17]([O:20][C:21]3[CH:26]=[CH:25][C:24]([O:27][CH2:28][C:29]4[CH:34]=[CH:33][CH:32]=[C:31]([F:35])[CH:30]=4)=[CH:23][CH:22]=3)[CH2:16][CH2:15]2)=[O:13])[CH:6]=1)(=O)C.[OH-].[Na+].Cl. Product: [F:35][C:31]1[CH:30]=[C:29]([CH:34]=[CH:33][CH:32]=1)[CH2:28][O:27][C:24]1[CH:23]=[CH:22][C:21]([O:20][CH:17]2[CH2:18][CH2:19][N:14]([C:12]([NH:11][C:7]3[CH:8]=[CH:9][CH:10]=[C:5]([OH:4])[CH:6]=3)=[O:13])[CH2:15][CH2:16]2)=[CH:26][CH:25]=1. The catalyst class is: 5.